This data is from Reaction yield outcomes from USPTO patents with 853,638 reactions. The task is: Predict the reaction yield, written as a fraction of the theoretical maximum amount of product (1.0 means a 100% yield; for example, 0.34 means a 34% yield). (1) The reactants are [Cl:1][C:2]1[C:10]2[C:5](=[CH:6][CH:7]=[CH:8][CH:9]=2)[NH:4][C:3]=1[CH:11]=[O:12].C1(C)C(S([CH2:22][N+:23]#[C-:24])(=O)=O)=CC=CC=1.C(=O)([O-])[O-].[K+].[K+]. The catalyst is CO. The product is [Cl:1][C:2]1[C:10]2[C:5](=[CH:6][CH:7]=[CH:8][CH:9]=2)[NH:4][C:3]=1[C:11]1[O:12][CH:24]=[N:23][CH:22]=1. The yield is 0.820. (2) The reactants are [OH:1][NH:2]/[C:3](/[C:6]([O:8][CH2:9][CH3:10])=[O:7])=[N:4]\[H].CCN(C(C)C)C(C)C.[CH:20]1([C:23](Cl)=O)[CH2:22][CH2:21]1. The catalyst is ClCCl. The product is [CH:20]1([C:23]2[O:1][N:2]=[C:3]([C:6]([O:8][CH2:9][CH3:10])=[O:7])[N:4]=2)[CH2:22][CH2:21]1. The yield is 0.260. (3) The product is [F:29][C:30]1[CH:31]=[CH:32][C:33]([C:36]2[O:37][C:38]3[CH:49]=[CH:48][C:47]([O:50][S:10]([C:9]([F:28])([F:27])[F:8])(=[O:12])=[O:11])=[C:46]([N+:51]([O-:53])=[O:52])[C:39]=3[C:40]=2[C:41]([O:43][CH2:44][CH3:45])=[O:42])=[CH:34][CH:35]=1. The yield is 0.750. The reactants are C(N(CC)CC)C.[F:8][C:9]([F:28])([F:27])[S:10](N(C1C=CC=CC=1)[S:10]([C:9]([F:28])([F:27])[F:8])(=[O:12])=[O:11])(=[O:12])=[O:11].[F:29][C:30]1[CH:35]=[CH:34][C:33]([C:36]2[O:37][C:38]3[CH:49]=[CH:48][C:47]([OH:50])=[C:46]([N+:51]([O-:53])=[O:52])[C:39]=3[C:40]=2[C:41]([O:43][CH2:44][CH3:45])=[O:42])=[CH:32][CH:31]=1. The catalyst is C(Cl)Cl. (4) The reactants are [F:1][C:2]1[CH:3]=[C:4]([NH:8][C:9]([C:11]2[NH:12][C:13]3[C:18]([CH:19]=2)=[CH:17][C:16]([CH:20]2[CH2:25][CH2:24][CH2:23][NH:22][CH2:21]2)=[CH:15][CH:14]=3)=[O:10])[CH:5]=[CH:6][CH:7]=1.FC(F)(F)S(O[CH2:32][C:33]([F:36])([F:35])[F:34])(=O)=O.C(N(CC)C(C)C)(C)C. The catalyst is O1CCCC1.C(OCC)(=O)C. The product is [F:1][C:2]1[CH:3]=[C:4]([NH:8][C:9]([C:11]2[NH:12][C:13]3[C:18]([CH:19]=2)=[CH:17][C:16]([CH:20]2[CH2:25][CH2:24][CH2:23][N:22]([CH2:32][C:33]([F:36])([F:35])[F:34])[CH2:21]2)=[CH:15][CH:14]=3)=[O:10])[CH:5]=[CH:6][CH:7]=1. The yield is 0.130. (5) The catalyst is CC#N.CO. The product is [NH2:30][CH:26]1[CH2:27][CH2:28][CH2:29][CH:24]([NH:31][C:9]([NH:8][C:4]2[CH:5]=[CH:6][CH:7]=[C:2]([F:1])[CH:3]=2)=[N:11][C:12]([C:14]2[CH:18]=[C:17]([CH3:19])[O:16][C:15]=2[C:20]([F:23])([F:22])[F:21])=[O:13])[CH2:25]1. The yield is 0.790. The reactants are [F:1][C:2]1[CH:3]=[C:4]([NH:8][C:9]([NH:11][C:12]([C:14]2[CH:18]=[C:17]([CH3:19])[O:16][C:15]=2[C:20]([F:23])([F:22])[F:21])=[O:13])=S)[CH:5]=[CH:6][CH:7]=1.[CH:24]1([NH2:31])[CH2:29][CH2:28][CH2:27][CH:26]([NH2:30])[CH2:25]1.C(N(CC)CC)C. (6) The reactants are [O:1]1[C:5]2([CH2:10][CH2:9][C:8]([C:11]3[C:15]([CH2:16][N:17]([CH3:29])[CH2:18][CH2:19][N:20]([CH3:28])[C:21](=[O:27])[O:22][C:23]([CH3:26])([CH3:25])[CH3:24])=[CH:14][N:13]([CH:30]4[CH2:35][CH2:34][CH2:33][CH2:32][O:31]4)[N:12]=3)=[CH:7][CH2:6]2)[O:4][CH2:3][CH2:2]1.[H][H]. The catalyst is [OH-].[OH-].[Pd+2].C1COCC1. The product is [O:4]1[C:5]2([CH2:6][CH2:7][CH:8]([C:11]3[C:15]([CH2:16][N:17]([CH3:29])[CH2:18][CH2:19][N:20]([CH3:28])[C:21](=[O:27])[O:22][C:23]([CH3:26])([CH3:25])[CH3:24])=[CH:14][N:13]([CH:30]4[CH2:35][CH2:34][CH2:33][CH2:32][O:31]4)[N:12]=3)[CH2:9][CH2:10]2)[O:1][CH2:2][CH2:3]1. The yield is 0.760. (7) The reactants are C(O[C:9]([O:11][C:12]([CH3:15])([CH3:14])[CH3:13])=[O:10])(OC(C)(C)C)=[O:2].[CH2:16]([NH2:28])[CH2:17][CH2:18][CH2:19][CH2:20][CH2:21][CH2:22][CH2:23][CH2:24][CH2:25][CH2:26][NH2:27].C(N(C(C)C)CC)(C)C.ClCCl. The catalyst is CO. The product is [OH-:2].[NH4+:27].[NH2:27][CH2:26][CH2:25][CH2:24][CH2:23][CH2:22][CH2:21][CH2:20][CH2:19][CH2:18][CH2:17][CH2:16][NH:28][C:9](=[O:10])[O:11][C:12]([CH3:13])([CH3:14])[CH3:15]. The yield is 0.100.